This data is from Catalyst prediction with 721,799 reactions and 888 catalyst types from USPTO. The task is: Predict which catalyst facilitates the given reaction. (1) Reactant: [CH2:1]([C:3]1([CH2:13][C:14]([CH:20]=[N:21][C:22]2[CH:31]=[CH:30][CH:29]=[C:28]3[C:23]=2[CH:24]=[CH:25][N:26]=[CH:27]3)([OH:19])[C:15]([F:18])([F:17])[F:16])[C:12]2[C:7](=[CH:8][CH:9]=[CH:10][CH:11]=2)[CH2:6][CH2:5][CH2:4]1)[CH3:2].C(O[BH-](OC(=O)C)OC(=O)C)(=O)C.[Na+].C(=O)([O-])[O-].[Na+].[Na+]. Product: [CH2:1]([C:3]1([CH2:13][C:14]([CH2:20][NH:21][C:22]2[CH:31]=[CH:30][CH:29]=[C:28]3[C:23]=2[CH:24]=[CH:25][N:26]=[CH:27]3)([OH:19])[C:15]([F:16])([F:17])[F:18])[C:12]2[C:7](=[CH:8][CH:9]=[CH:10][CH:11]=2)[CH2:6][CH2:5][CH2:4]1)[CH3:2]. The catalyst class is: 15. (2) Reactant: [CH2:1]([O:8][CH2:9][N:10]1[C:14](Br)=[C:13]([Br:16])[N:12]=[C:11]1[O:17][CH:18]([CH3:20])[CH3:19])[C:2]1[CH:7]=[CH:6][CH:5]=[CH:4][CH:3]=1.C(OCC)C.C([Li])CCC.O. Product: [CH2:1]([O:8][CH2:9][N:10]1[CH:14]=[C:13]([Br:16])[N:12]=[C:11]1[O:17][CH:18]([CH3:20])[CH3:19])[C:2]1[CH:7]=[CH:6][CH:5]=[CH:4][CH:3]=1. The catalyst class is: 188. (3) Reactant: C(OC(=O)[NH:7][C:8]1[S:9][C:10]2[CH:16]=[C:15]([CH:17]([OH:24])[C:18]3[N:19]([CH3:23])[N:20]=[CH:21][CH:22]=3)[CH:14]=[C:13]([C:25]3[CH:33]=[CH:32][C:28]4[O:29][CH2:30][O:31][C:27]=4[CH:26]=3)[C:11]=2[N:12]=1)(C)(C)C.[SiH](CC)(CC)CC. Product: [NH2:7][C:8]1[S:9][C:10]2[CH:16]=[C:15]([CH:17]([C:18]3[N:19]([CH3:23])[N:20]=[CH:21][CH:22]=3)[OH:24])[CH:14]=[C:13]([C:25]3[CH:33]=[CH:32][C:28]4[O:29][CH2:30][O:31][C:27]=4[CH:26]=3)[C:11]=2[N:12]=1. The catalyst class is: 67.